Dataset: Forward reaction prediction with 1.9M reactions from USPTO patents (1976-2016). Task: Predict the product of the given reaction. (1) Given the reactants [C:1](=[O:70])([O:7][C@H:8]([C@@H:37]([NH:45][C:46](=[O:69])[C@@H:47]([N:52]1[CH2:56][CH2:55][N:54]([CH2:57][C:58]2[CH:63]=[CH:62][CH:61]=[C:60]([C:64]([OH:67])([CH3:66])[CH3:65])[N:59]=2)[C:53]1=[O:68])[C:48]([CH3:51])([CH3:50])[CH3:49])[CH2:38][C:39]1[CH:44]=[CH:43][CH:42]=[CH:41][CH:40]=1)[CH2:9][C@H:10]([NH:24][C:25](=[O:36])[C@H:26]([C:32]([CH3:35])([CH3:34])[CH3:33])[NH:27][C:28]([O:30][CH3:31])=[O:29])[CH2:11][C:12]1[CH:17]=[CH:16][C:15]([C:18]2[CH:23]=[CH:22][CH:21]=[CH:20][N:19]=2)=[CH:14][CH:13]=1)[O:2][C:3]([CH3:6])([CH3:5])[CH3:4].C(N(CC)[P:74]([O:83][CH2:84][C:85]1[CH:90]=[CH:89][CH:88]=[CH:87][CH:86]=1)[O:75][CH2:76][C:77]1[CH:82]=[CH:81][CH:80]=[CH:79][CH:78]=1)C.N1C=NN=N1.ClC1C=CC=C(C(OO)=[O:106])C=1, predict the reaction product. The product is: [C:1](=[O:70])([O:2][C:3]([CH3:4])([CH3:5])[CH3:6])[O:7][C@H:8]([C@@H:37]([NH:45][C:46](=[O:69])[C@@H:47]([N:52]1[CH2:56][CH2:55][N:54]([CH2:57][C:58]2[CH:63]=[CH:62][CH:61]=[C:60]([C:64]([O:67][P:74]([O:75][CH2:76][C:77]3[CH:78]=[CH:79][CH:80]=[CH:81][CH:82]=3)([O:83][CH2:84][C:85]3[CH:86]=[CH:87][CH:88]=[CH:89][CH:90]=3)=[O:106])([CH3:66])[CH3:65])[N:59]=2)[C:53]1=[O:68])[C:48]([CH3:51])([CH3:50])[CH3:49])[CH2:38][C:39]1[CH:44]=[CH:43][CH:42]=[CH:41][CH:40]=1)[CH2:9][C@H:10]([NH:24][C:25](=[O:36])[C@H:26]([C:32]([CH3:35])([CH3:34])[CH3:33])[NH:27][C:28]([O:30][CH3:31])=[O:29])[CH2:11][C:12]1[CH:13]=[CH:14][C:15]([C:18]2[CH:23]=[CH:22][CH:21]=[CH:20][N:19]=2)=[CH:16][CH:17]=1. (2) Given the reactants [I-].C[S+](C)(C)=O.[CH3:7]C(C)([O-])C.[K+].O1CCCC1.[CH:18]([CH:20]([NH:42][C:43](=[O:49])[O:44][C:45]([CH3:48])([CH3:47])[CH3:46])[CH2:21][CH:22]([CH2:26][C:27]1[CH:36]=[CH:35][C:34]2[C:29](=[C:30]([O:37][CH2:38][CH2:39][O:40][CH3:41])[CH:31]=[CH:32][CH:33]=2)[CH:28]=1)[CH:23]([CH3:25])[CH3:24])=[O:19], predict the reaction product. The product is: [CH3:41][O:40][CH2:39][CH2:38][O:37][C:30]1[CH:31]=[CH:32][CH:33]=[C:34]2[C:29]=1[CH:28]=[C:27]([CH2:26][CH:22]([CH:23]([CH3:25])[CH3:24])[CH2:21][CH:20]([NH:42][C:43](=[O:49])[O:44][C:45]([CH3:47])([CH3:46])[CH3:48])[CH:18]1[CH2:7][O:19]1)[CH:36]=[CH:35]2. (3) Given the reactants [NH2:1][C:2]1[N:6]([C:7]2[CH:12]=[CH:11][CH:10]=[CH:9][N:8]=2)[NH:5][C:4](=[O:13])[CH:3]=1.[Br:14][C:15]1[CH:16]=[C:17]([CH:20]=[CH:21][C:22]=1[F:23])[CH:18]=O.[C:24]1(=O)[CH2:28][CH2:27][C:26](=[O:29])[CH2:25]1, predict the reaction product. The product is: [Br:14][C:15]1[CH:16]=[C:17]([CH:18]2[C:3]3[C:4](=[O:13])[NH:5][N:6]([C:7]4[CH:12]=[CH:11][CH:10]=[CH:9][N:8]=4)[C:2]=3[NH:1][C:24]3[CH2:28][CH2:27][C:26](=[O:29])[C:25]2=3)[CH:20]=[CH:21][C:22]=1[F:23]. (4) Given the reactants [Cl:1][C:2]1[N:3]=[N:4][C:5]([Cl:8])=[CH:6][CH:7]=1.C(O)(=O)[CH2:10][NH:11][C:12]([C:14]1[CH:19]=[CH:18][CH:17]=[CH:16][CH:15]=1)=[O:13].FC(F)(F)C(O)=O.S(OOS([O-])(=O)=O)([O-])(=O)=O.[NH4+].[NH4+].[OH-].[NH4+], predict the reaction product. The product is: [Cl:1][C:2]1[N:3]=[N:4][C:5]([Cl:8])=[CH:6][C:7]=1[CH2:10][NH:11][C:12](=[O:13])[C:14]1[CH:19]=[CH:18][CH:17]=[CH:16][CH:15]=1. (5) Given the reactants [CH3:1][O:2][C:3]1[CH:22]=[CH:21][C:6]([CH2:7][N:8]2[C:12]3[N:13]=[CH:14][C:15]4[CH2:16][NH:17][CH2:18][CH2:19][C:20]=4[C:11]=3[CH:10]=[N:9]2)=[CH:5][CH:4]=1.[C:23]1([CH2:29][C:30](Cl)=[O:31])[CH:28]=[CH:27][CH:26]=[CH:25][CH:24]=1, predict the reaction product. The product is: [CH3:1][O:2][C:3]1[CH:4]=[CH:5][C:6]([CH2:7][N:8]2[C:12]3[N:13]=[CH:14][C:15]4[CH2:16][N:17]([C:30](=[O:31])[CH2:29][C:23]5[CH:28]=[CH:27][CH:26]=[CH:25][CH:24]=5)[CH2:18][CH2:19][C:20]=4[C:11]=3[CH:10]=[N:9]2)=[CH:21][CH:22]=1. (6) Given the reactants [CH2:1]([N:8]1[CH2:13][CH2:12][C:11]([N:14]2CCCC2)=[CH:10][CH2:9]1)[C:2]1[CH:7]=[CH:6][CH:5]=[CH:4][CH:3]=1.C(O[CH:22]=[C:23]([C:29](=O)[C:30]([F:33])([F:32])[F:31])[C:24]([O:26][CH2:27][CH3:28])=[O:25])C.C([O-])(=O)C.[NH4+], predict the reaction product. The product is: [CH2:1]([N:8]1[CH2:13][CH2:12][C:11]2[N:14]=[C:29]([C:30]([F:31])([F:32])[F:33])[C:23]([C:24]([O:26][CH2:27][CH3:28])=[O:25])=[CH:22][C:10]=2[CH2:9]1)[C:2]1[CH:3]=[CH:4][CH:5]=[CH:6][CH:7]=1. (7) Given the reactants [C:1]1([C:7]2[N:8]=[C:9]([N:12]3[CH2:17][CH2:16][N:15](C(OC(C)(C)C)=O)[CH2:14][CH2:13]3)[S:10][CH:11]=2)[CH:6]=[CH:5][CH:4]=[CH:3][CH:2]=1.Cl.C(OCC)C, predict the reaction product. The product is: [C:1]1([C:7]2[N:8]=[C:9]([N:12]3[CH2:17][CH2:16][NH:15][CH2:14][CH2:13]3)[S:10][CH:11]=2)[CH:2]=[CH:3][CH:4]=[CH:5][CH:6]=1. (8) Given the reactants [CH3:1][O:2][C:3]1[CH:23]=[CH:22][CH:21]=[CH:20][C:4]=1[CH2:5][NH:6][S:7]([C:10]1[CH:15]=[CH:14][C:13]([CH2:16][C:17](O)=[O:18])=[CH:12][CH:11]=1)(=[O:9])=[O:8].[CH3:24][O:25][C:26]1[CH:35]=[CH:34][C:33]([N:36]2[CH2:41][CH2:40][N:39]([CH3:42])[CH2:38][CH2:37]2)=[C:32]2[C:27]=1[CH2:28][CH2:29][NH:30][CH2:31]2.CN(C(ON1N=NC2C=CC=NC1=2)=[N+](C)C)C.F[P-](F)(F)(F)(F)F, predict the reaction product. The product is: [CH3:1][O:2][C:3]1[CH:23]=[CH:22][CH:21]=[CH:20][C:4]=1[CH2:5][NH:6][S:7]([C:10]1[CH:15]=[CH:14][C:13]([CH2:16][C:17]([N:30]2[CH2:29][CH2:28][C:27]3[C:32](=[C:33]([N:36]4[CH2:41][CH2:40][N:39]([CH3:42])[CH2:38][CH2:37]4)[CH:34]=[CH:35][C:26]=3[O:25][CH3:24])[CH2:31]2)=[O:18])=[CH:12][CH:11]=1)(=[O:9])=[O:8]. (9) Given the reactants [N:1]1[CH:6]=[CH:5][CH:4]=[CH:3][C:2]=1[NH:7][C:8]1[CH:13]=[CH:12][CH:11]=[CH:10][C:9]=1[NH2:14].[CH3:15][O:16][C:17]1[CH:27]=[CH:26][CH:25]=[CH:24][C:18]=1[CH:19]=[CH:20][C:21](Cl)=O.N1C=CC=CC=1N1C2C=CC=CC=2N=C1/C=C/C1C=CC=CC=1.[C:51]([OH:56])(=[O:55])[C:52]([OH:54])=[O:53], predict the reaction product. The product is: [C:51]([OH:56])(=[O:55])[C:52]([OH:54])=[O:53].[CH3:15][O:16][C:17]1[CH:27]=[CH:26][CH:25]=[CH:24][C:18]=1/[CH:19]=[CH:20]/[C:21]1[N:7]([C:2]2[CH:3]=[CH:4][CH:5]=[CH:6][N:1]=2)[C:8]2[CH:13]=[CH:12][CH:11]=[CH:10][C:9]=2[N:14]=1. (10) Given the reactants [C:1]([C:3]1[CH:19]=[CH:18][C:6]([O:7][C:8]2[CH:9]=[C:10]([CH:14]=[C:15]([OH:17])[CH:16]=2)[C:11]([OH:13])=O)=[CH:5][CH:4]=1)#[N:2].[C:20]([O:24][C:25](=[O:34])[NH:26][CH:27]1[CH2:32][CH2:31][CH:30]([NH2:33])[CH2:29][CH2:28]1)([CH3:23])([CH3:22])[CH3:21], predict the reaction product. The product is: [C:20]([O:24][C:25](=[O:34])[NH:26][CH:27]1[CH2:28][CH2:29][CH:30]([NH:33][C:11](=[O:13])[C:10]2[CH:14]=[C:15]([OH:17])[CH:16]=[C:8]([O:7][C:6]3[CH:5]=[CH:4][C:3]([C:1]#[N:2])=[CH:19][CH:18]=3)[CH:9]=2)[CH2:31][CH2:32]1)([CH3:23])([CH3:21])[CH3:22].